This data is from Experimentally validated miRNA-target interactions with 360,000+ pairs, plus equal number of negative samples. The task is: Binary Classification. Given a miRNA mature sequence and a target amino acid sequence, predict their likelihood of interaction. The miRNA is hsa-miR-4319 with sequence UCCCUGAGCAAAGCCAC. The protein sequence of the target gene is MGSTDSKLNFRKAVIQLTTKTQPVEATDDAFWDQFWADTATSVQDVFALVPAAEIRAVREESPSNLATLCYKAVEKLVQGAESGCHSEKEKQIVLNCSRLLTRVLPYIFEDPDWRGFFWSTVPGAGRGGQGEEDDEHARPLAESLLLAIADLLFCPDFTVQSHRRSTVDSAEDVHSLDSCEYIWEAGVGFAHSPQPNYIHDMNRMELLKLLLTCFSEAMYLPPAPESGSTNPWVQFFCSTENRHALPLFTSLLNTVCAYDPVGYGIPYNHLLFSDYREPLVEEAAQVLIVTLDHDSASSA.... Result: 1 (interaction).